Dataset: Retrosynthesis with 50K atom-mapped reactions and 10 reaction types from USPTO. Task: Predict the reactants needed to synthesize the given product. (1) Given the product CNC(=O)c1cnc(N)s1, predict the reactants needed to synthesize it. The reactants are: CNC(=O)c1cnc(NC(=O)OC(C)(C)C)s1. (2) Given the product Cc1cc(N(C)CC(=O)OCc2ccccc2)nc(Cl)n1, predict the reactants needed to synthesize it. The reactants are: CNCC(=O)OCc1ccccc1.Cc1cc(Cl)nc(Cl)n1. (3) Given the product COc1cc(C(=O)NN)ccn1, predict the reactants needed to synthesize it. The reactants are: COC(=O)c1ccnc(OC)c1.NN. (4) Given the product CC(C)(C)OC(=O)NC(C)(CO)c1cc(Br)ccc1F, predict the reactants needed to synthesize it. The reactants are: CC(C)(C)OC(=O)OC(=O)OC(C)(C)C.CC(N)(CO)c1cc(Br)ccc1F. (5) Given the product O=C(N[C@@H](CC1CCCC1)C(=O)NC1CCCN(C(=O)c2ccco2)CC1=O)c1ccco1, predict the reactants needed to synthesize it. The reactants are: O=C(N[C@@H](CC1CCCC1)C(=O)NC1CCCN(C(=O)c2ccco2)CC1O)c1ccco1. (6) Given the product OCCCOc1c(Cl)cc(OCC=C(Cl)Cl)cc1Cl, predict the reactants needed to synthesize it. The reactants are: OCCCBr.Oc1c(Cl)cc(OCC=C(Cl)Cl)cc1Cl.